From a dataset of Forward reaction prediction with 1.9M reactions from USPTO patents (1976-2016). Predict the product of the given reaction. (1) Given the reactants [Br:1][C:2]1[CH:7]=[CH:6][C:5]([CH2:8][C:9]([OH:11])=O)=[CH:4][C:3]=1[F:12].[Si:13]([O:20][CH2:21][C:22]([CH3:36])([CH3:35])[CH2:23][C:24]1[CH:30]=[CH:29][C:27]([NH2:28])=[CH:26][C:25]=1[C:31]([F:34])([F:33])[F:32])([C:16]([CH3:19])([CH3:18])[CH3:17])([CH3:15])[CH3:14].C(N(C(C)C)C(C)C)C.O.N1(O)C2C=CC=CC=2N=N1.Cl.C(N=C=NCCCN(C)C)C, predict the reaction product. The product is: [Br:1][C:2]1[CH:7]=[CH:6][C:5]([CH2:8][C:9]([NH:28][C:27]2[CH:29]=[CH:30][C:24]([CH2:23][C:22]([CH3:35])([CH3:36])[CH2:21][O:20][Si:13]([C:16]([CH3:17])([CH3:18])[CH3:19])([CH3:14])[CH3:15])=[C:25]([C:31]([F:34])([F:32])[F:33])[CH:26]=2)=[O:11])=[CH:4][C:3]=1[F:12]. (2) Given the reactants C(OC([N:8]1[CH2:13][CH2:12][CH:11]([CH2:14][O:15][C:16]2[CH:25]=[C:24]3[C:19]([C:20]([O:26][C:27]4[CH:32]=[CH:31][C:30]([NH:33][C:34]([NH:36][C:37]5[CH:42]=[CH:41][C:40]([F:43])=[CH:39][CH:38]=5)=[O:35])=[C:29]([F:44])[CH:28]=4)=[CH:21][CH:22]=[N:23]3)=[CH:18][C:17]=2[C:45]#[N:46])[CH2:10][CH2:9]1)=O)(C)(C)C.O.C(=O)(O)[O-].[Na+], predict the reaction product. The product is: [F:44][C:29]1[CH:28]=[C:27]([O:26][C:20]2[C:19]3[C:24](=[CH:25][C:16]([O:15][CH2:14][CH:11]4[CH2:12][CH2:13][NH:8][CH2:9][CH2:10]4)=[C:17]([C:45]#[N:46])[CH:18]=3)[N:23]=[CH:22][CH:21]=2)[CH:32]=[CH:31][C:30]=1[NH:33][C:34]([NH:36][C:37]1[CH:38]=[CH:39][C:40]([F:43])=[CH:41][CH:42]=1)=[O:35]. (3) Given the reactants [C:1](#[N:3])[CH3:2].[Li+].CC([N-]C(C)C)C.[F:12][C:13]([F:41])([F:40])[O:14][C:15]1[CH:16]=[C:17]([C:21]([C:29]2[CH:34]=[CH:33][CH:32]=[C:31]([O:35][C:36]([F:39])([F:38])[F:37])[CH:30]=2)=[N:22][S@@:23]([C:25]([CH3:28])([CH3:27])[CH3:26])=[O:24])[CH:18]=[CH:19][CH:20]=1.[NH4+].[Cl-], predict the reaction product. The product is: [F:39][C:36]([F:37])([F:38])[O:35][C:31]1[CH:30]=[C:29]([C:21]([C:17]2[CH:18]=[CH:19][CH:20]=[C:15]([O:14][C:13]([F:41])([F:40])[F:12])[CH:16]=2)=[N:22][S@@:23]([C:25]([CH3:28])([CH3:27])[CH3:26])=[O:24])[CH:34]=[CH:33][CH:32]=1.[C:1]([CH2:2][C:21]([NH:22][S@@:23]([C:25]([CH3:28])([CH3:27])[CH3:26])=[O:24])([C:29]1[CH:34]=[CH:33][CH:32]=[C:31]([O:35][C:36]([F:37])([F:38])[F:39])[CH:30]=1)[C:17]1[CH:18]=[CH:19][CH:20]=[C:15]([O:14][C:13]([F:40])([F:41])[F:12])[CH:16]=1)#[N:3]. (4) The product is: [Cl:16][C:9]1[N:8]=[C:7]2[C:12]([N:13]=[CH:14][N:6]2[CH:1]2[CH2:5][CH2:4][CH2:3][CH2:2]2)=[C:11]([NH:40][CH2:39][C:36]2[CH:37]=[N:38][C:33]([C:29]3[S:28][CH:32]=[CH:31][CH:30]=3)=[CH:34][CH:35]=2)[N:10]=1. Given the reactants [CH:1]1([N:6]2[CH:14]=[N:13][C:12]3[C:7]2=[N:8][C:9]([Cl:16])=[N:10][C:11]=3Cl)[CH2:5][CH2:4][CH2:3][CH2:2]1.C(N(C(C)C)CC)(C)C.Cl.Cl.[S:28]1[CH:32]=[CH:31][CH:30]=[C:29]1[C:33]1[N:38]=[CH:37][C:36]([CH2:39][NH2:40])=[CH:35][CH:34]=1, predict the reaction product. (5) The product is: [Cl:1][C:2]1[CH:3]=[CH:4][C:5]([C:8]2[S:9][C:10]([CH:13]([OH:15])[CH3:14])=[CH:11][N:12]=2)=[CH:6][CH:7]=1. Given the reactants [Cl:1][C:2]1[CH:7]=[CH:6][C:5]([C:8]2[S:9][C:10]([C:13](=[O:15])[CH3:14])=[CH:11][N:12]=2)=[CH:4][CH:3]=1.[BH4-].[Na+], predict the reaction product. (6) The product is: [F:30][C:24]1[CH:25]=[CH:26][CH:27]=[C:28]([F:29])[C:23]=1[NH:22][C:20](=[O:21])[C:19]1[CH:31]=[CH:32][CH:33]=[C:17]([C:9]2[N:10]=[C:11]3[CH:16]=[CH:15][CH:14]=[CH:13][N:12]3[C:8]=2[C:6]2[CH:5]=[CH:4][N:3]=[C:2]([NH:38][C:37]3[CH:39]=[CH:40][C:41]([N:43]4[CH2:48][CH2:47][N:46]([CH2:49][CH2:50][O:51][CH3:52])[CH2:45][CH2:44]4)=[CH:42][C:36]=3[O:35][CH3:34])[N:7]=2)[CH:18]=1. Given the reactants Cl[C:2]1[N:7]=[C:6]([C:8]2[N:12]3[CH:13]=[CH:14][CH:15]=[CH:16][C:11]3=[N:10][C:9]=2[C:17]2[CH:18]=[C:19]([CH:31]=[CH:32][CH:33]=2)[C:20]([NH:22][C:23]2[C:28]([F:29])=[CH:27][CH:26]=[CH:25][C:24]=2[F:30])=[O:21])[CH:5]=[CH:4][N:3]=1.[CH3:34][O:35][C:36]1[CH:42]=[C:41]([N:43]2[CH2:48][CH2:47][N:46]([CH2:49][CH2:50][O:51][CH3:52])[CH2:45][CH2:44]2)[CH:40]=[CH:39][C:37]=1[NH2:38].C1(C)C=CC(S(O)(=O)=O)=CC=1.C(O)C(F)(F)F.N, predict the reaction product. (7) Given the reactants I[C:2]1[CH:3]=[C:4]2[C:8](=[CH:9][CH:10]=1)[NH:7][C:6](=[O:11])[CH2:5]2.C(N(CC)CC)C.[CH2:19]([O:21][CH:22]([O:25][CH2:26][CH3:27])[C:23]#[CH:24])[CH3:20].O, predict the reaction product. The product is: [CH2:19]([O:21][CH:22]([O:25][CH2:26][CH3:27])[C:23]#[C:24][C:2]1[CH:3]=[C:4]2[C:8](=[CH:9][CH:10]=1)[NH:7][C:6](=[O:11])[CH2:5]2)[CH3:20]. (8) The product is: [CH2:1]([C@H:8]1[N:13]([C:14]([C:16]2[CH:20]=[C:19]([CH3:21])[N:18]([C:22]3[CH:27]=[CH:26][CH:25]=[CH:24][C:23]=3[O:28][CH3:42])[C:17]=2[C:29]2[CH:34]=[CH:33][CH:32]=[CH:31][CH:30]=2)=[O:15])[CH2:12][CH2:11][N:10]([C:35]([O:37][C:38]([CH3:41])([CH3:40])[CH3:39])=[O:36])[CH2:9]1)[C:2]1[CH:7]=[CH:6][CH:5]=[CH:4][CH:3]=1. Given the reactants [CH2:1]([C@H:8]1[N:13]([C:14]([C:16]2[CH:20]=[C:19]([CH3:21])[N:18]([C:22]3[CH:27]=[CH:26][CH:25]=[CH:24][C:23]=3[OH:28])[C:17]=2[C:29]2[CH:34]=[CH:33][CH:32]=[CH:31][CH:30]=2)=[O:15])[CH2:12][CH2:11][N:10]([C:35]([O:37][C:38]([CH3:41])([CH3:40])[CH3:39])=[O:36])[CH2:9]1)[C:2]1[CH:7]=[CH:6][CH:5]=[CH:4][CH:3]=1.[C:42](=O)([O-])[O-].[K+].[K+].CN(C=O)C.CI, predict the reaction product. (9) Given the reactants ClC(Cl)(Cl)[C:3]([C:5]1[N:6]([CH2:10][C:11](=[O:18])[C:12]2[CH:17]=[CH:16][CH:15]=[CH:14][N:13]=2)[CH:7]=[CH:8][CH:9]=1)=[O:4].[OH-:21].[Na+].O.Cl, predict the reaction product. The product is: [O:18]=[C:11]([C:12]1[CH:17]=[CH:16][CH:15]=[CH:14][N:13]=1)[CH2:10][N:6]1[CH:7]=[CH:8][CH:9]=[C:5]1[C:3]([OH:4])=[O:21].